This data is from Catalyst prediction with 721,799 reactions and 888 catalyst types from USPTO. The task is: Predict which catalyst facilitates the given reaction. (1) Reactant: [C:1](Cl)(=[O:3])[CH3:2].[NH2:5][C:6]1[CH:20]=[CH:19][C:9]2[N:10]([CH:16]3[CH2:18][CH2:17]3)[CH:11]=[N:12][S:13](=[O:15])(=[O:14])[C:8]=2[CH:7]=1. Product: [C:1]([NH:5][C:6]1[CH:20]=[CH:19][C:9]2[N:10]([CH:16]3[CH2:17][CH2:18]3)[CH2:11][NH:12][S:13](=[O:15])(=[O:14])[C:8]=2[CH:7]=1)(=[O:3])[CH3:2]. The catalyst class is: 12. (2) Reactant: [F:1][C:2]1[CH:3]=[C:4]([CH:8]=[CH:9][C:10]=1[O:11][C:12]1[CH:17]=[C:16]([C:18]2[NH:19][C:20]([C:23]3[S:24][CH:25]=[CH:26][N:27]=3)=[CH:21][CH:22]=2)[CH:15]=[C:14]([O:28][C@@H:29]([CH3:33])[CH2:30][O:31][CH3:32])[CH:13]=1)[C:5]([OH:7])=O.[C:34]([NH:37][NH2:38])(=[O:36])[CH3:35].CN(C(ON1N=NC2C=CC=NC1=2)=[N+](C)C)C.F[P-](F)(F)(F)(F)F.C(N(CC)C(C)C)(C)C. Product: [C:34]([NH:37][NH:38][C:5](=[O:7])[C:4]1[CH:8]=[CH:9][C:10]([O:11][C:12]2[CH:17]=[C:16]([C:18]3[NH:19][C:20]([C:23]4[S:24][CH:25]=[CH:26][N:27]=4)=[CH:21][CH:22]=3)[CH:15]=[C:14]([O:28][C@@H:29]([CH3:33])[CH2:30][O:31][CH3:32])[CH:13]=2)=[C:2]([F:1])[CH:3]=1)(=[O:36])[CH3:35]. The catalyst class is: 4.